This data is from Reaction yield outcomes from USPTO patents with 853,638 reactions. The task is: Predict the reaction yield, written as a fraction of the theoretical maximum amount of product (1.0 means a 100% yield; for example, 0.34 means a 34% yield). The reactants are [Cl:1][C:2]1[N:3]=[C:4]([N:13]2[CH2:18][CH2:17][O:16][CH2:15][CH2:14]2)[C:5]2[S:10][C:9]([CH:11]=O)=[CH:8][C:6]=2[N:7]=1.[NH:19]1[CH2:24][CH2:23][CH:22]([N:25]2[CH2:30][CH2:29][O:28][CH2:27][CH2:26]2)[CH2:21][CH2:20]1.C(O[BH-](OC(=O)C)OC(=O)C)(=O)C. The catalyst is ClCCCl.CO. The product is [Cl:1][C:2]1[N:3]=[C:4]([N:13]2[CH2:18][CH2:17][O:16][CH2:15][CH2:14]2)[C:5]2[S:10][C:9]([CH2:11][N:19]3[CH2:24][CH2:23][CH:22]([N:25]4[CH2:30][CH2:29][O:28][CH2:27][CH2:26]4)[CH2:21][CH2:20]3)=[CH:8][C:6]=2[N:7]=1. The yield is 0.840.